Dataset: Peptide-MHC class II binding affinity with 134,281 pairs from IEDB. Task: Regression. Given a peptide amino acid sequence and an MHC pseudo amino acid sequence, predict their binding affinity value. This is MHC class II binding data. (1) The peptide sequence is TPTSLLISWGHYPLH. The MHC is HLA-DQA10101-DQB10501 with pseudo-sequence HLA-DQA10101-DQB10501. The binding affinity (normalized) is 0.541. (2) The peptide sequence is QEFEEAYIPKEQKYS. The MHC is DRB1_0405 with pseudo-sequence DRB1_0405. The binding affinity (normalized) is 0.447. (3) The peptide sequence is LQFRRIRGPRASVIP. The MHC is DRB1_0901 with pseudo-sequence DRB1_0901. The binding affinity (normalized) is 0.529. (4) The peptide sequence is EGHHLASAAILGHDG. The MHC is HLA-DQA10501-DQB10201 with pseudo-sequence HLA-DQA10501-DQB10201. The binding affinity (normalized) is 0.118.